Predict the reactants needed to synthesize the given product. From a dataset of Full USPTO retrosynthesis dataset with 1.9M reactions from patents (1976-2016). (1) Given the product [Cl:25][C:26]1[CH:33]=[CH:32][C:29]([CH:30]=[N:22][NH:21][C:19]([C:11]2[NH:12][C:13]3[C:18]([C:10]=2[C:7]2[CH:6]=[CH:5][C:4]([O:3][C:2]([F:23])([F:1])[F:24])=[CH:9][CH:8]=2)=[CH:17][CH:16]=[CH:15][CH:14]=3)=[O:20])=[CH:28][CH:27]=1, predict the reactants needed to synthesize it. The reactants are: [F:1][C:2]([F:24])([F:23])[O:3][C:4]1[CH:9]=[CH:8][C:7]([C:10]2[C:18]3[C:13](=[CH:14][CH:15]=[CH:16][CH:17]=3)[NH:12][C:11]=2[C:19]([NH:21][NH2:22])=[O:20])=[CH:6][CH:5]=1.[Cl:25][C:26]1[CH:33]=[CH:32][C:29]([CH:30]=O)=[CH:28][CH:27]=1. (2) Given the product [CH3:39][O:38][C:35]1[CH:36]=[CH:37][C:32]([C:24]2[C:25]([CH3:31])=[C:26]([C:27]([F:28])([F:30])[F:29])[N:21]3[N:20]=[CH:19][C:18]([C:16]([N:13]4[CH2:14][CH2:15][N:10]([C@H:8]([C:4]5[CH:3]=[C:2]([NH:1][C:42]([NH2:43])=[O:41])[CH:7]=[CH:6][CH:5]=5)[CH3:9])[CH2:11][C@H:12]4[CH3:40])=[O:17])=[C:22]3[N:23]=2)=[CH:33][CH:34]=1, predict the reactants needed to synthesize it. The reactants are: [NH2:1][C:2]1[CH:3]=[C:4]([C@@H:8]([N:10]2[CH2:15][CH2:14][N:13]([C:16]([C:18]3[CH:19]=[N:20][N:21]4[C:26]([C:27]([F:30])([F:29])[F:28])=[C:25]([CH3:31])[C:24]([C:32]5[CH:37]=[CH:36][C:35]([O:38][CH3:39])=[CH:34][CH:33]=5)=[N:23][C:22]=34)=[O:17])[C@H:12]([CH3:40])[CH2:11]2)[CH3:9])[CH:5]=[CH:6][CH:7]=1.[O-:41][C:42]#[N:43].[K+]. (3) Given the product [CH3:1][C:2]1[CH:3]=[C:4]([S:13]([NH:17][C:18]2[CH:22]=[CH:21][S:20][C:19]=2[C:23]([O:25][CH3:26])=[O:24])(=[O:15])=[O:14])[CH:5]=[CH:6][C:7]=1[N:8]1[CH2:12][CH2:11][CH2:10][CH2:9]1, predict the reactants needed to synthesize it. The reactants are: [CH3:1][C:2]1[CH:3]=[C:4]([S:13](Cl)(=[O:15])=[O:14])[CH:5]=[CH:6][C:7]=1[N:8]1[CH2:12][CH2:11][CH2:10][CH2:9]1.[NH2:17][C:18]1[CH:22]=[CH:21][S:20][C:19]=1[C:23]([O:25][CH3:26])=[O:24].N1C=CC=CC=1. (4) Given the product [OH:20][C:21]1[N:29]=[CH:28][CH:27]=[CH:26][C:22]=1[C:23]([NH:2][CH2:3][CH2:4][CH2:5][NH:6][C:7]([C:9]1[CH:13]=[C:12]([C:14]2[CH:19]=[CH:18][CH:17]=[CH:16][CH:15]=2)[O:11][N:10]=1)=[O:8])=[O:24], predict the reactants needed to synthesize it. The reactants are: Cl.[NH2:2][CH2:3][CH2:4][CH2:5][NH:6][C:7]([C:9]1[CH:13]=[C:12]([C:14]2[CH:19]=[CH:18][CH:17]=[CH:16][CH:15]=2)[O:11][N:10]=1)=[O:8].[OH:20][C:21]1[N:29]=[CH:28][CH:27]=[CH:26][C:22]=1[C:23](O)=[O:24].CCOC(C(C#N)=NOC(N1CCOCC1)=[N+](C)C)=O.F[P-](F)(F)(F)(F)F.CCN(C(C)C)C(C)C. (5) The reactants are: [CH3:1][C:2]1[O:3][C:4]2[CH:10]=[CH:9][CH:8]=[CH:7][C:5]=2[N:6]=1.C[C:12]([N:14]([CH3:16])[CH3:15])=O. Given the product [O:3]1[C:4]2[CH:10]=[CH:9][CH:8]=[CH:7][C:5]=2[N:6]=[C:2]1/[CH:1]=[CH:12]/[N:14]([CH3:16])[CH3:15], predict the reactants needed to synthesize it. (6) Given the product [CH2:1]([O:8][CH2:9][CH2:10][C@H:11]([NH:28][C:30]1[N:38]=[CH:37][N:36]=[C:35]2[C:31]=1[N:32]=[CH:33][NH:34]2)[C:12]1[N:16]([C:17]2[CH:18]=[CH:19][CH:20]=[CH:21][CH:22]=2)[C:15]2[CH:23]=[C:24]([F:27])[CH:25]=[CH:26][C:14]=2[N:13]=1)[C:2]1[CH:7]=[CH:6][CH:5]=[CH:4][CH:3]=1, predict the reactants needed to synthesize it. The reactants are: [CH2:1]([O:8][CH2:9][CH2:10][C@H:11]([NH2:28])[C:12]1[N:16]([C:17]2[CH:22]=[CH:21][CH:20]=[CH:19][CH:18]=2)[C:15]2[CH:23]=[C:24]([F:27])[CH:25]=[CH:26][C:14]=2[N:13]=1)[C:2]1[CH:7]=[CH:6][CH:5]=[CH:4][CH:3]=1.Cl[C:30]1[N:38]=[CH:37][N:36]=[C:35]2[C:31]=1[N:32]=[CH:33][N:34]2C1CCCCO1.CCN(C(C)C)C(C)C.